Dataset: Full USPTO retrosynthesis dataset with 1.9M reactions from patents (1976-2016). Task: Predict the reactants needed to synthesize the given product. (1) Given the product [C:28]([O:27][C:25]([NH:24][C:5]1[CH:4]=[CH:3][C:2]([NH:1][C:35]2[C:36]([F:40])=[CH:37][N:38]=[C:33]([Cl:32])[N:34]=2)=[CH:7][C:6]=1[CH2:8][CH2:9][C:10]1[CH:11]=[C:12]([NH:16][C:17](=[O:23])[O:18][C:19]([CH3:22])([CH3:21])[CH3:20])[CH:13]=[N:14][CH:15]=1)=[O:26])([CH3:31])([CH3:30])[CH3:29], predict the reactants needed to synthesize it. The reactants are: [NH2:1][C:2]1[CH:3]=[CH:4][C:5]([NH:24][C:25]([O:27][C:28]([CH3:31])([CH3:30])[CH3:29])=[O:26])=[C:6]([CH2:8][CH2:9][C:10]2[CH:11]=[C:12]([NH:16][C:17](=[O:23])[O:18][C:19]([CH3:22])([CH3:21])[CH3:20])[CH:13]=[N:14][CH:15]=2)[CH:7]=1.[Cl:32][C:33]1[N:38]=[C:37](Cl)[C:36]([F:40])=[CH:35][N:34]=1.C(=O)([O-])[O-].[K+].[K+]. (2) Given the product [Cl:13][C:14]1[CH:19]=[CH:18][C:17]([C:20]2[NH:12][C:11]3[N:10]([N:9]=[CH:8][C:7]=3[C:4]3[O:5][CH:6]=[C:2]([CH3:1])[N:3]=3)[C:22](=[O:23])[CH:21]=2)=[CH:16][C:15]=1[O:28][CH2:29][CH3:30], predict the reactants needed to synthesize it. The reactants are: [CH3:1][C:2]1[N:3]=[C:4]([C:7]2[CH:8]=[N:9][NH:10][C:11]=2[NH2:12])[O:5][CH:6]=1.[Cl:13][C:14]1[CH:19]=[CH:18][C:17]([C:20](=O)[CH2:21][C:22](OCC)=[O:23])=[CH:16][C:15]=1[O:28][CH2:29][CH3:30].CC1C=CC(S(O)(=O)=O)=CC=1.